This data is from Forward reaction prediction with 1.9M reactions from USPTO patents (1976-2016). The task is: Predict the product of the given reaction. (1) Given the reactants [CH3:1][CH:2]([CH2:4][CH2:5][CH2:6][C@H:7]([C@@H:9]1[C@:26]2([CH3:27])[C@H:12]([C@H:13]3[C@H:23]([CH2:24][CH2:25]2)[C@:21]2([CH3:22])[C:16]([CH2:17][C@@H:18]([O:28][CH2:29][CH2:30][CH2:31][C:32]([OH:34])=O)[CH2:19][CH2:20]2)=[CH:15][CH2:14]3)[CH2:11][CH2:10]1)[CH3:8])[CH3:3].[NH2:35][CH2:36][CH2:37][O:38][CH2:39][CH2:40][O:41][CH2:42][CH2:43][O:44][CH2:45][CH2:46][O:47][CH2:48][CH2:49][C:50](O)=[O:51], predict the reaction product. The product is: [CH3:3][CH:2]([CH2:4][CH2:5][CH2:6][C@H:7]([C@@H:9]1[C@:26]2([CH3:27])[C@H:12]([C@H:13]3[C@H:23]([CH2:24][CH2:25]2)[C@:21]2([CH3:22])[C:16]([CH2:17][C@@H:18]([O:28][CH2:29][CH2:30][CH2:31][C:32]([CH:50]([OH:51])[CH2:49][CH2:48][O:47][CH2:46][CH2:45][O:44][CH2:43][CH2:42][O:41][CH2:40][CH2:39][O:38][CH2:37][CH2:36][NH2:35])=[O:34])[CH2:19][CH2:20]2)=[CH:15][CH2:14]3)[CH2:11][CH2:10]1)[CH3:8])[CH3:1]. (2) The product is: [O:8]=[C:9]1[N:13]([C:14]2[CH:15]=[N:16][C:17]([C:20]([F:23])([F:22])[F:21])=[CH:18][CH:19]=2)[CH2:12][C@H:11]([CH:24]([CH3:26])[CH3:25])[N:10]1[CH2:27][C:28]([OH:30])=[O:29]. Given the reactants FC(F)(F)C(O)=O.[O:8]=[C:9]1[N:13]([C:14]2[CH:15]=[N:16][C:17]([C:20]([F:23])([F:22])[F:21])=[CH:18][CH:19]=2)[CH2:12][C@H:11]([CH:24]([CH3:26])[CH3:25])[N:10]1[CH2:27][C:28]([O:30]C(C)(C)C)=[O:29], predict the reaction product.